Dataset: Peptide-MHC class I binding affinity with 185,985 pairs from IEDB/IMGT. Task: Regression. Given a peptide amino acid sequence and an MHC pseudo amino acid sequence, predict their binding affinity value. This is MHC class I binding data. (1) The peptide sequence is RLPPNTFFA. The MHC is HLA-A02:01 with pseudo-sequence HLA-A02:01. The binding affinity (normalized) is 0.746. (2) The peptide sequence is LRCNDTNYSGF. The MHC is Mamu-B08 with pseudo-sequence Mamu-B08. The binding affinity (normalized) is 0.411. (3) The binding affinity (normalized) is 0.0847. The MHC is HLA-B08:02 with pseudo-sequence HLA-B08:02. The peptide sequence is VYFVLTDRF. (4) The peptide sequence is LESLTDREL. The MHC is HLA-A02:12 with pseudo-sequence HLA-A02:12. The binding affinity (normalized) is 0.0847. (5) The peptide sequence is RRKAMFEDI. The MHC is Mamu-B08 with pseudo-sequence Mamu-B08. The binding affinity (normalized) is 0.642. (6) The peptide sequence is KAALDLSHFL. The MHC is HLA-A02:02 with pseudo-sequence HLA-A02:02. The binding affinity (normalized) is 0.471.